From a dataset of Catalyst prediction with 721,799 reactions and 888 catalyst types from USPTO. Predict which catalyst facilitates the given reaction. (1) Reactant: CS(C)=O.C(Cl)(=O)C(Cl)=O.[OH:11][CH2:12][CH2:13][CH:14]1[C:19]2[CH:20]=[CH:21][C:22]([C:24]#[N:25])=[CH:23][C:18]=2[CH2:17][CH2:16][O:15]1.C(N(CC)CC)C. Product: [O:11]=[CH:12][CH2:13][CH:14]1[C:19]2[CH:20]=[CH:21][C:22]([C:24]#[N:25])=[CH:23][C:18]=2[CH2:17][CH2:16][O:15]1. The catalyst class is: 4. (2) Reactant: Br[C:2]1[CH:7]=[CH:6][CH:5]=[CH:4][C:3]=1[CH2:8][CH2:9][C:10]([N:12]([CH:22]([CH3:24])[CH3:23])[NH:13][C:14](=[O:21])[C:15]1[CH:20]=[CH:19][CH:18]=[CH:17][CH:16]=1)=[O:11].C([O-])([O-])=O.[Na+].[Na+].[C:31]1(B(O)O)[CH:36]=[CH:35][CH:34]=[CH:33][CH:32]=1. Product: [C:2]1([C:31]2[CH:36]=[CH:35][CH:34]=[CH:33][CH:32]=2)[CH:7]=[CH:6][CH:5]=[CH:4][C:3]=1[CH2:8][CH2:9][C:10]([N:12]([CH:22]([CH3:24])[CH3:23])[NH:13][C:14](=[O:21])[C:15]1[CH:20]=[CH:19][CH:18]=[CH:17][CH:16]=1)=[O:11]. The catalyst class is: 57. (3) Reactant: [CH:1]12[CH2:10][CH:5]3[CH2:6][CH:7]([CH2:9][CH:3]([CH2:4]3)[CH:2]1[NH:11][C:12]([N:14]1[CH2:19][CH2:18][C:17]3([C:27]4[C:22](=[CH:23][CH:24]=[C:25]([Cl:28])[CH:26]=4)[CH:21]([CH2:29][C:30]([O:32]CC)=[O:31])[CH2:20]3)[CH2:16][CH2:15]1)=[O:13])[CH2:8]2.[Li+].[OH-]. Product: [CH:1]12[CH2:10][CH:5]3[CH2:6][CH:7]([CH2:9][CH:3]([CH2:4]3)[CH:2]1[NH:11][C:12]([N:14]1[CH2:19][CH2:18][C:17]3([C:27]4[C:22](=[CH:23][CH:24]=[C:25]([Cl:28])[CH:26]=4)[CH:21]([CH2:29][C:30]([OH:32])=[O:31])[CH2:20]3)[CH2:16][CH2:15]1)=[O:13])[CH2:8]2. The catalyst class is: 5. (4) Reactant: [NH2:1][C:2]1[C:3]2[CH:11]=[CH:10][N:9]([C@@H:12]3[O:16][C:15]([CH2:19][OH:20])([CH2:17][OH:18])[C@@H:14]([O:21][Si:22]([C:25]([CH3:28])([CH3:27])[CH3:26])([CH3:24])[CH3:23])[CH2:13]3)[C:4]=2[N:5]=[C:6]([Cl:8])[N:7]=1. Product: [NH2:1][C:2]1[C:3]2[CH:11]=[CH:10][N:9]([C@@H:12]3[O:16][C@@:15]([CH2:19][OH:20])([CH:17]=[O:18])[C@@H:14]([O:21][Si:22]([C:25]([CH3:28])([CH3:27])[CH3:26])([CH3:23])[CH3:24])[CH2:13]3)[C:4]=2[N:5]=[C:6]([Cl:8])[N:7]=1. The catalyst class is: 10. (5) Reactant: [CH3:1][C:2]([O:5][C:6]([NH:8][C@H:9]([C:22]([OH:24])=O)[CH2:10][CH2:11][C:12]([O:14][CH2:15][C:16]1[CH:21]=[CH:20][CH:19]=[CH:18][CH:17]=1)=[O:13])=[O:7])([CH3:4])[CH3:3].F[P-](F)(F)(F)(F)F.N1(O[P+](N(C)C)(N(C)C)N(C)C)C2C=CC=CC=2N=N1.CCN(C(C)C)C(C)C.Cl.[NH2:62][CH2:63][C:64]1[CH:71]=[CH:70][C:67]([C:68]#[N:69])=[CH:66][CH:65]=1. Product: [CH2:15]([O:14][C:12](=[O:13])[CH2:11][CH2:10][C@H:9]([NH:8][C:6]([O:5][C:2]([CH3:1])([CH3:3])[CH3:4])=[O:7])[C:22](=[O:24])[NH:69][CH2:68][C:67]1[CH:70]=[CH:71][C:64]([C:63]#[N:62])=[CH:65][CH:66]=1)[C:16]1[CH:17]=[CH:18][CH:19]=[CH:20][CH:21]=1. The catalyst class is: 31. (6) Reactant: [NH2:1][C:2]1[N:3]=[CH:4][C:5]([C:18]2[CH:19]=[N:20][N:21]([CH2:23][C:24]([NH:26][CH:27]3[CH2:32][CH2:31][N:30](C(OC(C)(C)C)=O)[C@@H:29]([C:40]([O:42][C:43]([CH3:46])([CH3:45])[CH3:44])=[O:41])[CH2:28]3)=[O:25])[CH:22]=2)=[N:6][C:7]=1[NH:8][CH2:9][C:10]1[C:15]([Cl:16])=[CH:14][CH:13]=[CH:12][C:11]=1[Cl:17].Cl.[OH-].[Na+]. Product: [NH2:1][C:2]1[N:3]=[CH:4][C:5]([C:18]2[CH:19]=[N:20][N:21]([CH2:23][C:24]([NH:26][CH:27]3[CH2:32][CH2:31][NH:30][C@@H:29]([C:40]([O:42][C:43]([CH3:46])([CH3:45])[CH3:44])=[O:41])[CH2:28]3)=[O:25])[CH:22]=2)=[N:6][C:7]=1[NH:8][CH2:9][C:10]1[C:15]([Cl:16])=[CH:14][CH:13]=[CH:12][C:11]=1[Cl:17]. The catalyst class is: 12. (7) Reactant: [Br:1][C:2]1[CH:3]=[CH:4][CH:5]=[C:6]2[C:10]=1[NH:9][C:8]([CH3:11])=[C:7]2[CH2:12][CH2:13][C:14](OCC)=[O:15]. Product: [Br:1][C:2]1[CH:3]=[CH:4][CH:5]=[C:6]2[C:10]=1[NH:9][C:8]([CH3:11])=[C:7]2[CH2:12][CH2:13][CH2:14][OH:15]. The catalyst class is: 1.